Dataset: Reaction yield outcomes from USPTO patents with 853,638 reactions. Task: Predict the reaction yield, written as a fraction of the theoretical maximum amount of product (1.0 means a 100% yield; for example, 0.34 means a 34% yield). (1) The reactants are Br[C:2]1[C:3]([CH3:14])=[N:4][N:5]([C:7]([O:9][C:10]([CH3:13])([CH3:12])[CH3:11])=[O:8])[CH:6]=1.[CH3:15][C:16]1([CH3:32])[C:20]([CH3:22])([CH3:21])[O:19][B:18]([B:18]2[O:19][C:20]([CH3:22])([CH3:21])[C:16]([CH3:32])([CH3:15])[O:17]2)[O:17]1.C([O-])(=O)C.[K+]. The catalyst is COCCOC. The product is [CH3:14][C:3]1[C:2]([B:18]2[O:19][C:20]([CH3:22])([CH3:21])[C:16]([CH3:32])([CH3:15])[O:17]2)=[CH:6][N:5]([C:7]([O:9][C:10]([CH3:13])([CH3:12])[CH3:11])=[O:8])[N:4]=1. The yield is 0.650. (2) The product is [CH3:1][O:2][C:3]([C:5]1[S:6][C:7]2[CH:8]([NH:25][CH:21]3[CH2:24][CH2:23][CH2:22]3)[CH2:9][O:10][C:11]3[CH:18]=[CH:17][C:16]([Br:19])=[CH:15][C:12]=3[C:13]=2[N:14]=1)=[O:4]. The reactants are [CH3:1][O:2][C:3]([C:5]1[S:6][C:7]2[CH:8](Br)[CH2:9][O:10][C:11]3[CH:18]=[CH:17][C:16]([Br:19])=[CH:15][C:12]=3[C:13]=2[N:14]=1)=[O:4].[CH:21]1([NH2:25])[CH2:24][CH2:23][CH2:22]1.CCN(C(C)C)C(C)C. The yield is 0.280. The catalyst is CN(C=O)C. (3) The reactants are I[C:2]1[CH:7]=[CH:6][CH:5]=[CH:4][C:3]=1[CH:8]=[CH:9][C:10]([C:12]1[CH:17]=[CH:16][CH:15]=[CH:14][CH:13]=1)=[O:11].[NH2:18][CH2:19][C:20]1[CH:35]=[CH:34][C:23]([C:24]([NH:26][C:27]2[CH:32]=[CH:31][CH:30]=[CH:29][C:28]=2[NH2:33])=[O:25])=[CH:22][CH:21]=1.C([O-])([O-])=O.[K+].[K+].[CH2:42]=[C:43]=[CH2:44]. The catalyst is CN(C=O)C.C1C=CC(/C=C/C(/C=C/C2C=CC=CC=2)=O)=CC=1.C1C=CC(/C=C/C(/C=C/C2C=CC=CC=2)=O)=CC=1.C1C=CC(/C=C/C(/C=C/C2C=CC=CC=2)=O)=CC=1.[Pd].[Pd].CCOC(C)=O. The product is [NH2:33][C:28]1[CH:29]=[CH:30][CH:31]=[CH:32][C:27]=1[NH:26][C:24](=[O:25])[C:23]1[CH:22]=[CH:21][C:20]([CH2:19][N:18]2[CH2:44][C:43](=[CH2:42])[C:2]3[C:3](=[CH:4][CH:5]=[CH:6][CH:7]=3)[CH:8]2[CH2:9][C:10](=[O:11])[C:12]2[CH:17]=[CH:16][CH:15]=[CH:14][CH:13]=2)=[CH:35][CH:34]=1. The yield is 0.490. (4) The reactants are [S:1]([N:11]1[C:15]2=[N:16][CH:17]=[C:18]([CH2:20][NH:21][C:22]([C@@H:24]3[CH2:29][CH2:28][CH2:27][N:26]([C:30]([O:32][C:33]([CH3:36])([CH3:35])[CH3:34])=[O:31])[CH2:25]3)=S)[N:19]=[C:14]2[CH:13]=[CH:12]1)([C:4]1[CH:10]=[CH:9][C:7]([CH3:8])=[CH:6][CH:5]=1)(=[O:3])=[O:2]. The catalyst is O1CCOCC1.FC(F)(F)C([O-])=O.[Hg+2].FC(F)(F)C([O-])=O. The product is [S:1]([N:11]1[C:15]2[N:16]=[CH:17][C:18]3[N:19]([C:22]([C@@H:24]4[CH2:29][CH2:28][CH2:27][N:26]([C:30]([O:32][C:33]([CH3:36])([CH3:35])[CH3:34])=[O:31])[CH2:25]4)=[N:21][CH:20]=3)[C:14]=2[CH:13]=[CH:12]1)([C:4]1[CH:10]=[CH:9][C:7]([CH3:8])=[CH:6][CH:5]=1)(=[O:3])=[O:2]. The yield is 0.870. (5) The reactants are [CH3:1][O:2][C:3]([C:5]1[C:14]2[C:9](=[CH:10][C:11]([O:16][CH3:17])=[C:12](N)[CH:13]=2)[C:8](=[O:18])[N:7]([CH2:19][CH3:20])[CH:6]=1)=[O:4].N([O-])=O.[Na+].[BrH:25]. The catalyst is OS(O)(=O)=O.O.CCOC(C)=O.[Cu]Br. The product is [CH3:1][O:2][C:3]([C:5]1[C:14]2[C:9](=[CH:10][C:11]([O:16][CH3:17])=[C:12]([Br:25])[CH:13]=2)[C:8](=[O:18])[N:7]([CH2:19][CH3:20])[CH:6]=1)=[O:4]. The yield is 0.890. (6) The reactants are [CH3:1][N:2]1[C:7](=[O:8])[C:6]([NH:9][C:10]2[CH:15]=[CH:14][C:13]([N:16]3[CH2:21][CH2:20][N:19]([CH:22]4[CH2:25][O:24][CH2:23]4)[CH2:18][C@@H:17]3[CH3:26])=[CH:12][N:11]=2)=[CH:5][C:4]([C:27]2[C:32]([CH:33]=[O:34])=[C:31]([N:35]3[CH2:47][CH2:46][C:45]4[N:44]5[C:39]([CH2:40][CH2:41][CH2:42][CH2:43]5)=[CH:38][C:37]=4[C:36]3=[O:48])[N:30]=[CH:29][CH:28]=2)=[CH:3]1.[BH4-].[Na+]. The catalyst is CO. The product is [OH:34][CH2:33][C:32]1[C:31]([N:35]2[CH2:47][CH2:46][C:45]3[N:44]4[C:39]([CH2:40][CH2:41][CH2:42][CH2:43]4)=[CH:38][C:37]=3[C:36]2=[O:48])=[N:30][CH:29]=[CH:28][C:27]=1[C:4]1[CH:5]=[C:6]([NH:9][C:10]2[CH:15]=[CH:14][C:13]([N:16]3[CH2:21][CH2:20][N:19]([CH:22]4[CH2:25][O:24][CH2:23]4)[CH2:18][C@@H:17]3[CH3:26])=[CH:12][N:11]=2)[C:7](=[O:8])[N:2]([CH3:1])[CH:3]=1. The yield is 0.630. (7) The reactants are F[C:2]1[CH:10]=[N:9][CH:8]=[CH:7][C:3]=1[C:4]([OH:6])=[O:5].[F:11][C:12]1[CH:13]=[C:14]([CH:17]=[CH:18][CH:19]=1)[CH2:15][NH2:16]. The catalyst is CC(N(C)C)=O. The product is [F:11][C:12]1[CH:13]=[C:14]([CH:17]=[CH:18][CH:19]=1)[CH2:15][NH:16][C:2]1[CH:10]=[N:9][CH:8]=[CH:7][C:3]=1[C:4]([OH:6])=[O:5]. The yield is 0.330. (8) The reactants are B.CSC.[F:5][C:6]([F:18])([F:17])[C:7]([C:13]([F:16])([F:15])[F:14])([OH:12])[CH2:8][C:9]([CH3:11])=[CH2:10].[OH-:19].[Na+]. The catalyst is C1COCC1. The product is [F:5][C:6]([F:17])([F:18])[C:7]([C:13]([F:14])([F:15])[F:16])([OH:12])[CH2:8][CH:9]([CH3:11])[CH2:10][OH:19]. The yield is 0.850. (9) The reactants are [C:1]([C:5]1[CH:9]=[C:8]([CH2:10][NH:11][C:12]([NH:14][C:15]2[CH:20]=[CH:19][C:18]([CH2:21][O:22][Si](C(C)(C)C)(C)C)=[CH:17][N:16]=2)=[O:13])[N:7]([C:30]2[CH:35]=[CH:34][CH:33]=[C:32]([Cl:36])[CH:31]=2)[N:6]=1)([CH3:4])([CH3:3])[CH3:2].[F-].C([N+](CCCC)(CCCC)CCCC)CCC. The catalyst is O1CCCC1. The product is [C:1]([C:5]1[CH:9]=[C:8]([CH2:10][NH:11][C:12]([NH:14][C:15]2[CH:20]=[CH:19][C:18]([CH2:21][OH:22])=[CH:17][N:16]=2)=[O:13])[N:7]([C:30]2[CH:35]=[CH:34][CH:33]=[C:32]([Cl:36])[CH:31]=2)[N:6]=1)([CH3:4])([CH3:2])[CH3:3]. The yield is 0.560. (10) The reactants are [NH:1]([C:3]1[CH:4]=[C:5]([CH:8]=[CH:9][N:10]=1)[C:6]#[N:7])[NH2:2].CN(C)/[CH:13]=[CH:14]/[C:15]([O:17][CH2:18][CH3:19])=[O:16].CC(O)=O. The catalyst is CCO. The product is [C:6]([C:5]1[CH:8]=[CH:9][N:10]=[C:3]([NH:1][NH:2]/[CH:13]=[CH:14]/[C:15]([O:17][CH2:18][CH3:19])=[O:16])[CH:4]=1)#[N:7]. The yield is 0.350.